From a dataset of Full USPTO retrosynthesis dataset with 1.9M reactions from patents (1976-2016). Predict the reactants needed to synthesize the given product. (1) Given the product [F:31][C:32]1[CH:38]=[C:37]([F:39])[CH:36]=[CH:35][C:33]=1[NH:34][C:16]([C:15]1[N:10]2[CH:11]=[CH:12][CH:13]=[N:14][C:9]2=[N:8][C:7]=1[O:6][C:5]1[CH:4]=[CH:3][C:2]([F:1])=[CH:20][CH:19]=1)=[O:18], predict the reactants needed to synthesize it. The reactants are: [F:1][C:2]1[CH:20]=[CH:19][C:5]([O:6][C:7]2[N:8]=[C:9]3[N:14]=[CH:13][CH:12]=[CH:11][N:10]3[C:15]=2[C:16]([OH:18])=O)=[CH:4][CH:3]=1.ON1C2C=CC=CC=2N=N1.[F:31][C:32]1[CH:38]=[C:37]([F:39])[CH:36]=[CH:35][C:33]=1[NH2:34]. (2) Given the product [C:1]([O:4][CH2:5][C:6]1[CH:11]=[CH:10][CH:9]=[C:8]([CH2:12][CH2:13][N:14]2[CH2:15][C@@H:16]([C:18]3[CH:29]=[CH:28][C:21]4[O:22][C:23]([CH3:26])([CH3:27])[O:24][CH2:25][C:20]=4[CH:19]=3)[O:17][C:30]2=[O:31])[CH:7]=1)(=[O:3])[CH3:2], predict the reactants needed to synthesize it. The reactants are: [C:1]([O:4][CH2:5][C:6]1[CH:11]=[CH:10][CH:9]=[C:8]([CH2:12][CH2:13][NH:14][CH2:15][C@@H:16]([C:18]2[CH:29]=[CH:28][C:21]3[O:22][C:23]([CH3:27])([CH3:26])[O:24][CH2:25][C:20]=3[CH:19]=2)[OH:17])[CH:7]=1)(=[O:3])[CH3:2].[C:30](N1C=CN=C1)(N1C=CN=C1)=[O:31]. (3) Given the product [Br:19][C:15]1[N:14]=[C:13]([CH2:12][C:9]2[N:10]=[N:11][N:7]([CH2:6][CH2:5][OH:4])[N:8]=2)[CH:18]=[CH:17][CH:16]=1, predict the reactants needed to synthesize it. The reactants are: [BH4-].[Na+].C[O:4][C:5](=O)[CH2:6][N:7]1[N:11]=[N:10][C:9]([CH2:12][C:13]2[CH:18]=[CH:17][CH:16]=[C:15]([Br:19])[N:14]=2)=[N:8]1. (4) Given the product [N:11]12[CH2:12][CH2:13][CH:14]([CH2:15][CH2:16]1)[CH:9]([O:8][C:7]1[CH:17]=[CH:18][C:4]([NH2:1])=[CH:5][CH:6]=1)[CH2:10]2, predict the reactants needed to synthesize it. The reactants are: [N+:1]([C:4]1[CH:18]=[CH:17][C:7]([O:8][CH:9]2[CH:14]3[CH2:15][CH2:16][N:11]([CH2:12][CH2:13]3)[CH2:10]2)=[CH:6][CH:5]=1)([O-])=O. (5) Given the product [C:1]([O:5][C@@H:6]([C:11]1[C:40]([CH3:41])=[C:39]([CH:42]([OH:44])[CH3:43])[C:38]2=[N:45][C:35]3=[CH:36][N:37]2[C:12]=1[N:13]1[CH2:14][CH2:15][C:16]([CH3:52])([O:17][CH2:18][CH2:19][CH2:20][CH2:21][C@H:22]([CH3:49])[O:23][C:24]2[CH:25]=[CH:26][C:27]([F:48])=[C:28]([F:47])[C:29]=2[C:30]2[CH:46]=[C:34]3[CH:33]=[CH:32][CH:31]=2)[CH2:50][CH2:51]1)[C:7]([OH:9])=[O:8])([CH3:2])([CH3:3])[CH3:4], predict the reactants needed to synthesize it. The reactants are: [C:1]([O:5][C@@H:6]([C:11]1[C:40]([CH3:41])=[C:39]([CH:42]([OH:44])[CH3:43])[C:38]2=[N:45][C:35]3=[CH:36][N:37]2[C:12]=1[N:13]1[CH2:51][CH2:50][C:16]([CH3:52])([O:17][CH2:18][CH2:19][CH2:20][CH2:21][C@H:22]([CH3:49])[O:23][C:24]2[CH:25]=[CH:26][C:27]([F:48])=[C:28]([F:47])[C:29]=2[C:30]2[CH:46]=[C:34]3[CH:33]=[CH:32][CH:31]=2)[CH2:15][CH2:14]1)[C:7]([O:9]C)=[O:8])([CH3:4])([CH3:3])[CH3:2].C(O[C@@H](C1C(C)=CC2=NC3=C(Cl)N2C=1N1CCC(C)(OCCCC[C@H](C)OC2C=CC(C)=CC=2C2C=C3C=CC=2)CC1)C(O)=O)(C)(C)C. (6) Given the product [C:36]([N:33]1[CH2:32][CH2:31][CH:30]([NH:29][C:27]([C:23]2[C:18]3[N:19]=[C:20]([CH3:22])[N:21]=[C:16]([C:8]4[CH:9]=[C:10]([O:14][CH3:15])[C:11]([F:13])=[CH:12][C:7]=4[O:6][CH2:5][CH:2]4[CH2:4][CH2:3]4)[C:17]=3[NH:25][C:24]=2[CH3:26])=[O:28])[CH2:35][CH2:34]1)(=[O:38])[CH3:37], predict the reactants needed to synthesize it. The reactants are: Cl.[CH:2]1([CH2:5][O:6][C:7]2[CH:12]=[C:11]([F:13])[C:10]([O:14][CH3:15])=[CH:9][C:8]=2[C:16]2[C:17]3[NH:25][C:24]([CH3:26])=[C:23]([C:27]([NH:29][CH:30]4[CH2:35][CH2:34][NH:33][CH2:32][CH2:31]4)=[O:28])[C:18]=3[N:19]=[C:20]([CH3:22])[N:21]=2)[CH2:4][CH2:3]1.[C:36](Cl)(=[O:38])[CH3:37]. (7) Given the product [CH3:1][C:2]1([CH3:20])[CH:11]=[C:10]([C:12]2[CH:17]=[CH:16][C:15]([CH3:18])=[CH:14][CH:13]=2)[C:9]2[C:4](=[CH:5][CH:6]=[C:7]([CH:29]=[O:30])[CH:8]=2)[S:3]1, predict the reactants needed to synthesize it. The reactants are: [CH3:1][C:2]1([CH3:20])[CH:11]=[C:10]([C:12]2[CH:17]=[CH:16][C:15]([CH3:18])=[CH:14][CH:13]=2)[C:9]2[C:4](=[CH:5][CH:6]=[C:7](Br)[CH:8]=2)[S:3]1.[Li]CCCC.CN([CH:29]=[O:30])C. (8) Given the product [CH3:15][C:7]1([CH3:6])[C:8](=[O:11])[CH2:9][CH2:10][C:16]2([O:18][CH2:21][CH2:20][O:19]2)[CH2:17]1, predict the reactants needed to synthesize it. The reactants are: O1C2([CH2:10][CH2:9][C:8](=[O:11])[CH2:7][CH2:6]2)OCC1.[H-].[Na+].I[CH3:15].[C:16]([O:19][CH2:20][CH3:21])(=[O:18])[CH3:17]. (9) Given the product [NH2:6][C:5]1[C:7]([C:8]2[CH:13]=[C:12]([Cl:14])[CH:11]=[C:10]([Cl:15])[C:9]=2[Cl:16])=[N:17][CH:18]=[C:19]([NH2:21])[N:20]=1, predict the reactants needed to synthesize it. The reactants are: O.[OH-].[Li+].Br.[C:5]([CH:7]([NH:17][CH2:18][C:19]([NH2:21])=[NH:20])[C:8]1[CH:13]=[C:12]([Cl:14])[CH:11]=[C:10]([Cl:15])[C:9]=1[Cl:16])#[N:6].